Task: Regression. Given two drug SMILES strings and cell line genomic features, predict the synergy score measuring deviation from expected non-interaction effect.. Dataset: NCI-60 drug combinations with 297,098 pairs across 59 cell lines (1) Drug 1: C1=CC(=CC=C1C#N)C(C2=CC=C(C=C2)C#N)N3C=NC=N3. Drug 2: CC1C(C(=O)NC(C(=O)N2CCCC2C(=O)N(CC(=O)N(C(C(=O)O1)C(C)C)C)C)C(C)C)NC(=O)C3=C4C(=C(C=C3)C)OC5=C(C(=O)C(=C(C5=N4)C(=O)NC6C(OC(=O)C(N(C(=O)CN(C(=O)C7CCCN7C(=O)C(NC6=O)C(C)C)C)C)C(C)C)C)N)C. Cell line: SK-OV-3. Synergy scores: CSS=8.80, Synergy_ZIP=-2.85, Synergy_Bliss=-3.33, Synergy_Loewe=-15.2, Synergy_HSA=-7.56. (2) Drug 1: C1CNP(=O)(OC1)N(CCCl)CCCl. Drug 2: C(CN)CNCCSP(=O)(O)O. Cell line: T-47D. Synergy scores: CSS=10.3, Synergy_ZIP=-2.39, Synergy_Bliss=0.292, Synergy_Loewe=5.51, Synergy_HSA=3.67. (3) Drug 1: C1C(C(OC1N2C=NC3=C(N=C(N=C32)Cl)N)CO)O. Drug 2: C1CN(P(=O)(OC1)NCCCl)CCCl. Cell line: SNB-19. Synergy scores: CSS=39.3, Synergy_ZIP=-0.206, Synergy_Bliss=2.83, Synergy_Loewe=-58.9, Synergy_HSA=2.66. (4) Drug 1: C1=CN(C=N1)CC(O)(P(=O)(O)O)P(=O)(O)O. Drug 2: CN1C2=C(C=C(C=C2)N(CCCl)CCCl)N=C1CCCC(=O)O.Cl. Cell line: UACC-257. Synergy scores: CSS=2.78, Synergy_ZIP=0.723, Synergy_Bliss=3.93, Synergy_Loewe=2.04, Synergy_HSA=2.36. (5) Synergy scores: CSS=27.6, Synergy_ZIP=-7.04, Synergy_Bliss=-10.9, Synergy_Loewe=-30.1, Synergy_HSA=-8.12. Drug 2: CCC1(C2=C(COC1=O)C(=O)N3CC4=CC5=C(C=CC(=C5CN(C)C)O)N=C4C3=C2)O.Cl. Drug 1: CNC(=O)C1=NC=CC(=C1)OC2=CC=C(C=C2)NC(=O)NC3=CC(=C(C=C3)Cl)C(F)(F)F. Cell line: COLO 205.